Dataset: Reaction yield outcomes from USPTO patents with 853,638 reactions. Task: Predict the reaction yield, written as a fraction of the theoretical maximum amount of product (1.0 means a 100% yield; for example, 0.34 means a 34% yield). (1) The reactants are [N+:1]([C:4]1[CH:9]=[CH:8][C:7]([S:10]([NH2:13])(=[O:12])=[O:11])=[CH:6][CH:5]=1)([O-:3])=[O:2].[OH-].[K+].[C:16](O)(=O)[CH3:17].[C:20](O)(=O)[CH3:21].[I:24][C:25]1[CH:30]=[CH:29][CH:28]=[CH:27][CH:26]=1.[CH3:31]O. No catalyst specified. The product is [N+:1]([C:4]1[CH:5]=[CH:6][C:7]([S:10]([N:13]=[C:17]2[CH2:16][CH2:21][CH2:20][CH2:31][I:24]2[C:25]2[CH:30]=[CH:29][CH:28]=[CH:27][CH:26]=2)(=[O:11])=[O:12])=[CH:8][CH:9]=1)([O-:3])=[O:2]. The yield is 0.781. (2) The reactants are S(O)(O)(=O)=O.[C:6](=[NH:10])([O:8][CH3:9])[NH2:7].C[O-].[Na+].[C:14]([C:16]1[CH:21]=[CH:20][CH:19]=[CH:18][C:17]=1[C:22]1[CH:27]=[CH:26][C:25]([CH2:28][CH:29]([C:35](=O)[CH2:36][CH2:37][CH3:38])[C:30](OCC)=[O:31])=[CH:24][CH:23]=1)#[N:15]. The catalyst is CO. The product is [CH3:9][O:8][C:6]1[NH:7][C:30](=[O:31])[C:29]([CH2:28][C:25]2[CH:26]=[CH:27][C:22]([C:17]3[C:16]([C:14]#[N:15])=[CH:21][CH:20]=[CH:19][CH:18]=3)=[CH:23][CH:24]=2)=[C:35]([CH2:36][CH2:37][CH3:38])[N:10]=1. The yield is 0.160.